From a dataset of Reaction yield outcomes from USPTO patents with 853,638 reactions. Predict the reaction yield, written as a fraction of the theoretical maximum amount of product (1.0 means a 100% yield; for example, 0.34 means a 34% yield). (1) The reactants are [CH2:1]([C:3]1[CH:4]=[C:5]2[C:9](=[CH:10][C:11]=1[N+:12]([O-])=O)[NH:8][CH:7]=[CH:6]2)[CH3:2]. The catalyst is [Ni]. The product is [CH2:1]([C:3]1[CH:4]=[C:5]2[C:9](=[CH:10][C:11]=1[NH2:12])[NH:8][CH:7]=[CH:6]2)[CH3:2]. The yield is 0.480. (2) The reactants are [NH:1]1[CH2:5][CH2:4][C@@H:3]([OH:6])[CH2:2]1.Br[CH2:8][CH2:9][C:10]1[CH:15]=[CH:14][CH:13]=[CH:12][CH:11]=1. No catalyst specified. The product is [CH2:8]([N:1]1[CH2:5][CH2:4][C@@H:3]([OH:6])[CH2:2]1)[CH2:9][C:10]1[CH:15]=[CH:14][CH:13]=[CH:12][CH:11]=1. The yield is 0.835.